From a dataset of Catalyst prediction with 721,799 reactions and 888 catalyst types from USPTO. Predict which catalyst facilitates the given reaction. Product: [CH3:20][O:19][C:15]([C:16]1[S:17][C:5]([CH:4]([O:12][CH2:13][CH3:14])[O:3][CH2:1][CH3:2])=[CH:6][C:7]=1[CH:8]([CH3:10])[CH3:9])=[O:18]. Reactant: [CH2:1]([O:3][CH:4]([O:12][CH2:13][CH3:14])[C:5]#[C:6][C:7](=O)[CH:8]([CH3:10])[CH3:9])[CH3:2].[C:15]([O:19][CH3:20])(=[O:18])[CH2:16][SH:17].CO.C([O-])([O-])=O.[Cs+].[Cs+].[O-]S([O-])(=O)=O.[Mg+2]. The catalyst class is: 1.